This data is from Catalyst prediction with 721,799 reactions and 888 catalyst types from USPTO. The task is: Predict which catalyst facilitates the given reaction. (1) Reactant: [C:1]([C:3]1[N:8]=[C:7]([CH2:9][CH2:10][C:11]([O:13][C:14]([CH3:17])([CH3:16])[CH3:15])=[O:12])[CH:6]=[CH:5][CH:4]=1)#[N:2].[C:18](OC)(=[O:26])[C:19]1[C:20](=[CH:22][CH:23]=[CH:24][CH:25]=1)[SH:21].C(N(CC)CC)C. Product: [O:26]=[C:18]1[C:19]2[CH:25]=[CH:24][CH:23]=[CH:22][C:20]=2[S:21][C:1]([C:3]2[N:8]=[C:7]([CH2:9][CH2:10][C:11]([O:13][C:14]([CH3:17])([CH3:16])[CH3:15])=[O:12])[CH:6]=[CH:5][CH:4]=2)=[N:2]1. The catalyst class is: 11. (2) Reactant: [H-].[Na+].Cl[C:4]1[CH:9]=[CH:8][N:7]=[C:6]2[O:10][C:11]([C:21]3[CH:26]=[CH:25][CH:24]=[CH:23][CH:22]=3)=[C:12]([C:13]3[CH:18]=[CH:17][C:16]([CH2:19][CH3:20])=[CH:15][CH:14]=3)[C:5]=12.[CH2:27]([OH:31])[CH2:28][CH2:29][OH:30]. Product: [CH2:19]([C:16]1[CH:17]=[CH:18][C:13]([C:12]2[C:5]3[C:6](=[N:7][CH:8]=[CH:9][C:4]=3[O:30][CH2:29][CH2:28][CH2:27][OH:31])[O:10][C:11]=2[C:21]2[CH:26]=[CH:25][CH:24]=[CH:23][CH:22]=2)=[CH:14][CH:15]=1)[CH3:20]. The catalyst class is: 18. (3) Reactant: [CH3:1][Si:2]([C:5]#[CH:6])([CH3:4])[CH3:3].C([Li])CCC.[CH:12]([SiH:15]([CH:17]([CH3:19])[CH3:18])Cl)([CH3:14])[CH3:13]. Product: [CH:12]([SiH:15]([CH:17]([CH3:19])[CH3:18])[C:6]#[C:5][Si:2]([CH3:4])([CH3:3])[CH3:1])([CH3:14])[CH3:13]. The catalyst class is: 605. (4) Reactant: [Cl:1][C:2]1[C:7]([N:8]2[CH2:13][CH2:12][N:11](C(C3C(C4C=CC=CC=4OC)=NOC=3C)=O)[CH2:10][CH2:9]2)=[CH:6][C:5]([NH:30][C:31](=[O:43])[C:32]2[CH:37]=[CH:36][C:35]([NH:38][S:39]([CH3:42])(=[O:41])=[O:40])=[CH:34][CH:33]=2)=[C:4]([N+:44]([O-:46])=[O:45])[CH:3]=1.B(Br)(Br)Br.FC(F)(F)C(O)=O. Product: [Cl:1][C:2]1[C:7]([N:8]2[CH2:9][CH2:10][NH:11][CH2:12][CH2:13]2)=[CH:6][C:5]([NH:30][C:31](=[O:43])[C:32]2[CH:33]=[CH:34][C:35]([NH:38][S:39]([CH3:42])(=[O:41])=[O:40])=[CH:36][CH:37]=2)=[C:4]([N+:44]([O-:46])=[O:45])[CH:3]=1. The catalyst class is: 2. (5) Reactant: [O:1]=[S:2]1(=[O:52])[CH2:7][CH2:6][N:5]([CH2:8][CH2:9][NH:10][C@:11]23[CH2:48][CH2:47][C@@H:46]([C:49]([CH3:51])=[CH2:50])[C@@H:12]2[C@@H:13]2[C@@:26]([CH3:29])([CH2:27][CH2:28]3)[C@@:25]3([CH3:30])[C@@H:16]([C@:17]4([CH3:45])[C@@H:22]([CH2:23][CH2:24]3)[C:21]([CH3:32])([CH3:31])[C:20](/[CH:33]=[CH:34]/[C:35]3[CH:44]=[CH:43][C:38]([C:39]([O:41]C)=[O:40])=[CH:37][CH:36]=3)=[CH:19][CH2:18]4)[CH2:15][CH2:14]2)[CH2:4][CH2:3]1.[OH-].[Na+]. Product: [O:52]=[S:2]1(=[O:1])[CH2:7][CH2:6][N:5]([CH2:8][CH2:9][NH:10][C@:11]23[CH2:48][CH2:47][C@@H:46]([C:49]([CH3:51])=[CH2:50])[C@@H:12]2[C@@H:13]2[C@@:26]([CH3:29])([CH2:27][CH2:28]3)[C@@:25]3([CH3:30])[C@@H:16]([C@:17]4([CH3:45])[C@@H:22]([CH2:23][CH2:24]3)[C:21]([CH3:31])([CH3:32])[C:20](/[CH:33]=[CH:34]/[C:35]3[CH:36]=[CH:37][C:38]([C:39]([OH:41])=[O:40])=[CH:43][CH:44]=3)=[CH:19][CH2:18]4)[CH2:15][CH2:14]2)[CH2:4][CH2:3]1. The catalyst class is: 169. (6) Reactant: [Si]([O:8][CH2:9][C:10]1[N:11]=[C:12]([C:15]([C:17]2[CH:18]=[N:19][CH:20]=[N:21][CH:22]=2)=[CH2:16])[S:13][CH:14]=1)(C(C)(C)C)(C)C.F.F.F.C(N(CC)CC)C. Product: [N:19]1[CH:18]=[C:17]([C:15]([C:12]2[S:13][CH:14]=[C:10]([CH2:9][OH:8])[N:11]=2)=[CH2:16])[CH:22]=[N:21][CH:20]=1. The catalyst class is: 1. (7) Product: [CH:5]1([C:8]2[CH:13]=[C:12]([C:14]([O:16][CH3:17])=[O:15])[C:11]([O:18][CH2:2][O:3][CH3:4])=[CH:10][C:9]=2[C:19]2[CH:24]=[CH:23][C:22]([F:25])=[CH:21][CH:20]=2)[CH2:7][CH2:6]1. Reactant: Cl[CH2:2][O:3][CH3:4].[CH:5]1([C:8]2[CH:13]=[C:12]([C:14]([O:16][CH3:17])=[O:15])[C:11]([OH:18])=[CH:10][C:9]=2[C:19]2[CH:24]=[CH:23][C:22]([F:25])=[CH:21][CH:20]=2)[CH2:7][CH2:6]1.C(=O)([O-])[O-].[K+].[K+].CN(C=O)C. The catalyst class is: 84. (8) Reactant: C(OC([N:8]1[CH2:14][CH2:13][CH2:12][N:11]([C:15]2[CH:16]=[C:17]3[C:22](=[CH:23][CH:24]=2)[N:21]=[C:20]([C:25]2[CH:30]=[CH:29][CH:28]=[C:27]([O:31][CH3:32])[CH:26]=2)[N:19]([CH2:33][C:34](=[O:39])[NH:35][CH:36]([CH3:38])[CH3:37])[C:18]3=[O:40])[CH2:10][CH2:9]1)=O)(C)(C)C. Product: [CH:36]([NH:35][C:34](=[O:39])[CH2:33][N:19]1[C:18](=[O:40])[C:17]2[C:22](=[CH:23][CH:24]=[C:15]([N:11]3[CH2:12][CH2:13][CH2:14][NH:8][CH2:9][CH2:10]3)[CH:16]=2)[N:21]=[C:20]1[C:25]1[CH:30]=[CH:29][CH:28]=[C:27]([O:31][CH3:32])[CH:26]=1)([CH3:38])[CH3:37]. The catalyst class is: 209. (9) Reactant: [NH:1]1[C:5](=[O:6])[CH2:4][CH2:3][C@H:2]1[C:7]([OH:9])=[O:8].[CH:10](O)([CH3:12])[CH3:11]. Product: [NH:1]1[C:5](=[O:6])[CH2:4][CH2:3][C@H:2]1[C:7]([O:9][CH:10]([CH3:12])[CH3:11])=[O:8]. The catalyst class is: 28. (10) The catalyst class is: 4. Product: [O:1]1[CH:5]=[CH:4][CH:3]=[C:2]1[C:6]1[N:7]=[C:8]([NH:21][C:22](=[O:28])[O:23][C:24]([CH3:26])([CH3:25])[CH3:27])[S:9][C:10]=1[C:11]([C:12]1[CH:17]=[CH:16][C:15]([O:18][CH3:19])=[CH:14][N:13]=1)=[O:20]. Reactant: [O:1]1[CH:5]=[CH:4][CH:3]=[C:2]1[C:6]1[N:7]=[C:8]([NH:21][C:22](=[O:28])[O:23][C:24]([CH3:27])([CH3:26])[CH3:25])[S:9][C:10]=1[CH:11]([OH:20])[C:12]1[CH:17]=[CH:16][C:15]([O:18][CH3:19])=[CH:14][N:13]=1.CO.